From a dataset of CYP2C19 inhibition data for predicting drug metabolism from PubChem BioAssay. Regression/Classification. Given a drug SMILES string, predict its absorption, distribution, metabolism, or excretion properties. Task type varies by dataset: regression for continuous measurements (e.g., permeability, clearance, half-life) or binary classification for categorical outcomes (e.g., BBB penetration, CYP inhibition). Dataset: cyp2c19_veith. (1) The compound is COc1ccccc1-c1cc(NCc2cccnc2)ncn1. The result is 1 (inhibitor). (2) The molecule is Cc1ccccc1OCC(=O)NC(=S)Nc1ccc(N2CCOCC2)c(Cl)c1. The result is 0 (non-inhibitor). (3) The compound is O=C(c1cnccn1)N1CCC2(CC1)CCN(c1ccccc1)CC2. The result is 0 (non-inhibitor). (4) The result is 1 (inhibitor). The drug is C[C@@](O)(CNS(=O)(=O)c1ccccc1)c1ccccc1. (5) The compound is Cn1cccc1C(=O)N1CCC2(CCN(Cc3nccs3)CC2)CC1. The result is 0 (non-inhibitor). (6) The drug is Cc1c(C#N)c(=O)oc2ccc3ccccc3c12. The result is 0 (non-inhibitor).